The task is: Predict the reaction yield, written as a fraction of the theoretical maximum amount of product (1.0 means a 100% yield; for example, 0.34 means a 34% yield).. This data is from Reaction yield outcomes from USPTO patents with 853,638 reactions. (1) The reactants are [F:1][C:2]([F:31])([F:30])[O:3][C:4]1[CH:9]=[CH:8][C:7]([C:10]2([CH:19]3[CH2:24][CH2:23][N:22]([CH:25]([CH3:29])[CH2:26][CH2:27][NH2:28])[CH2:21][CH2:20]3)[O:14][C:13]3[CH:15]=[CH:16][CH:17]=[CH:18][C:12]=3[O:11]2)=[CH:6][CH:5]=1.[CH3:32][C:33]1[N:41]=[CH:40][CH:39]=[C:38]([CH3:42])[C:34]=1[C:35](O)=[O:36]. No catalyst specified. The product is [CH3:32][C:33]1[N:41]=[CH:40][CH:39]=[C:38]([CH3:42])[C:34]=1[C:35]([NH:28][CH2:27][CH2:26][CH:25]([N:22]1[CH2:21][CH2:20][CH:19]([C:10]2([C:7]3[CH:8]=[CH:9][C:4]([O:3][C:2]([F:1])([F:30])[F:31])=[CH:5][CH:6]=3)[O:14][C:13]3[CH:15]=[CH:16][CH:17]=[CH:18][C:12]=3[O:11]2)[CH2:24][CH2:23]1)[CH3:29])=[O:36]. The yield is 0.310. (2) The reactants are [CH3:1][S:2]([O:5][C:6]1[CH:11]=[CH:10][C:9]([CH2:12][CH2:13]CS([O-])(=O)=O)=[CH:8][CH:7]=1)(=[O:4])=[O:3].[CH3:19][O:20][C:21](=[O:37])[CH:22]([O:34][CH2:35][CH3:36])[CH2:23][C:24]1[CH:29]=[CH:28][C:27]([OH:30])=[CH:26][C:25]=1[N+:31]([O-:33])=[O:32].C(=O)([O-])[O-].[K+].[K+].C(OCC)(=O)C.CCCCCCC. The catalyst is C(#N)C. The product is [CH3:19][O:20][C:21](=[O:37])[CH:22]([O:34][CH2:35][CH3:36])[CH2:23][C:24]1[CH:29]=[CH:28][C:27]([O:30][CH2:13][CH2:12][C:9]2[CH:8]=[CH:7][C:6]([O:5][S:2]([CH3:1])(=[O:3])=[O:4])=[CH:11][CH:10]=2)=[CH:26][C:25]=1[N+:31]([O-:33])=[O:32]. The yield is 0.810. (3) The reactants are [F:1][C:2]1([F:20])[CH2:7][CH2:6][C:5]([C:9]2[CH:10]=[N:11][N:12]([CH:14]3[CH2:19][CH2:18][CH2:17][CH2:16][O:15]3)[CH:13]=2)(O)[CH2:4][CH2:3]1.C1(C)C=CC(S(O)(=O)=O)=CC=1. The catalyst is C1(C)C=CC=CC=1. The product is [F:20][C:2]1([F:1])[CH2:7][CH2:6][C:5]([C:9]2[CH:10]=[N:11][N:12]([CH:14]3[CH2:19][CH2:18][CH2:17][CH2:16][O:15]3)[CH:13]=2)=[CH:4][CH2:3]1. The yield is 0.700. (4) The reactants are [OH:1][C@@H:2]1[C@@H:10]([C@@H:11]([OH:16])[C:12]([F:15])([F:14])[F:13])[O:9][C@H:8]2[C@H:4]([N:5]=[C:6]([N:17]([CH3:25])[C:18](=[O:24])[O:19][C:20]([CH3:23])([CH3:22])[CH3:21])[S:7]2)[C@H:3]1[OH:26].[Li+].[CH3:28][Si]([N-][Si](C)(C)C)(C)C.CI. The catalyst is CN(C=O)C. The product is [OH:1][C@@H:2]1[C@@H:10]([C@@H:11]([O:16][CH3:28])[C:12]([F:14])([F:13])[F:15])[O:9][C@H:8]2[C@H:4]([N:5]=[C:6]([N:17]([CH3:25])[C:18](=[O:24])[O:19][C:20]([CH3:22])([CH3:23])[CH3:21])[S:7]2)[C@H:3]1[OH:26]. The yield is 0.560.